From a dataset of Full USPTO retrosynthesis dataset with 1.9M reactions from patents (1976-2016). Predict the reactants needed to synthesize the given product. (1) Given the product [NH2:1][C:2]1[C:3]2[C:10]([C:11]3[CH:16]=[CH:15][C:14]([NH:17][C:18]([NH:20][C:21]4[CH:26]=[C:25]([C:27]([F:30])([F:28])[F:29])[CH:24]=[CH:23][C:22]=4[F:31])=[O:19])=[CH:13][C:12]=3[OH:32])=[CH:9][S:8][C:4]=2[N:5]=[CH:6][N:7]=1, predict the reactants needed to synthesize it. The reactants are: [NH2:1][C:2]1[C:3]2[C:10]([C:11]3[CH:16]=[CH:15][C:14]([NH:17][C:18]([NH:20][C:21]4[CH:26]=[C:25]([C:27]([F:30])([F:29])[F:28])[CH:24]=[CH:23][C:22]=4[F:31])=[O:19])=[CH:13][C:12]=3[O:32]CC3C=CC=CC=3)=[CH:9][S:8][C:4]=2[N:5]=[CH:6][N:7]=1.Br.C(O)(=O)C.[OH-].[Na+].Cl. (2) Given the product [CH3:4][C:2]([C:5]1[CH:10]=[CH:9][C:8]([S:11]([NH:14][C:15]2[C:16]([O:31][C:32]3[CH:33]=[CH:34][CH:35]=[CH:36][C:37]=3[O:38][CH3:39])=[C:17]([O:27][CH2:28][CH2:29][OH:30])[N:18]=[C:19]([C:21]3[N:26]=[CH:25][CH:24]=[CH:23][N:22]=3)[N:20]=2)(=[O:12])=[O:13])=[CH:7][CH:6]=1)([CH3:1])[CH3:3], predict the reactants needed to synthesize it. The reactants are: [CH3:1][C:2]([C:5]1[CH:6]=[CH:7][C:8]([S:11]([NH:14][C:15]2[C:16]([O:31][C:32]3[CH:33]=[CH:34][CH:35]=[CH:36][C:37]=3[O:38][CH3:39])=[C:17]([O:27][CH2:28][CH2:29][OH:30])[N:18]=[C:19]([C:21]3[N:22]=[CH:23][CH:24]=[CH:25][N:26]=3)[N:20]=2)(=[O:13])=[O:12])=[CH:9][CH:10]=1)([CH3:4])[CH3:3].[K].Cl.Br.I.S(=O)(=O)(O)O.[N+]([O-])(O)=O.